Dataset: Catalyst prediction with 721,799 reactions and 888 catalyst types from USPTO. Task: Predict which catalyst facilitates the given reaction. Reactant: [Br:1][C:2]1[C:3](F)=[C:4]2[C:10]([NH:11][C:12](=[O:20])[C:13]3[CH:18]=[CH:17][CH:16]=[C:15]([CH3:19])[CH:14]=3)=[CH:9][NH:8][C:5]2=[N:6][CH:7]=1.[NH:22]1[CH2:27][CH2:26][CH2:25][C@@H:24]([NH:28][C:29](=[O:35])[O:30][C:31]([CH3:34])([CH3:33])[CH3:32])[CH2:23]1. Product: [Br:1][C:2]1[C:3]([N:22]2[CH2:27][CH2:26][CH2:25][C@@H:24]([NH:28][C:29](=[O:35])[O:30][C:31]([CH3:33])([CH3:32])[CH3:34])[CH2:23]2)=[C:4]2[C:10]([NH:11][C:12](=[O:20])[C:13]3[CH:18]=[CH:17][CH:16]=[C:15]([CH3:19])[CH:14]=3)=[CH:9][NH:8][C:5]2=[N:6][CH:7]=1. The catalyst class is: 114.